This data is from Catalyst prediction with 721,799 reactions and 888 catalyst types from USPTO. The task is: Predict which catalyst facilitates the given reaction. (1) Reactant: [C:1]([O:5][C:6]([N:8]1[CH2:13][CH2:12][C:11]([CH:17]([CH3:19])[CH3:18])([C:14](O)=[O:15])[CH2:10][CH2:9]1)=[O:7])([CH3:4])([CH3:3])[CH3:2].C(Cl)(=O)C(Cl)=O.C[N:27](C)C=O.[OH-].[NH4+]. Product: [NH2:27][C:14]([C:11]1([CH:17]([CH3:19])[CH3:18])[CH2:12][CH2:13][N:8]([C:6]([O:5][C:1]([CH3:4])([CH3:3])[CH3:2])=[O:7])[CH2:9][CH2:10]1)=[O:15]. The catalyst class is: 4. (2) Reactant: [F:1][C:2]1[CH:7]=[C:6]([F:8])[CH:5]=[CH:4][C:3]=1[N:9]1[CH:18]([C:19](OCC)=[O:20])[C:17]2[C:13]3=[C:14]([C:24](=[O:28])[N:25]([CH3:27])[CH:26]=[C:12]3[C:11]3[CH:29]=[C:30]([CH2:33][S:34]([CH3:37])(=[O:36])=[O:35])[CH:31]=[CH:32][C:10]1=3)[NH:15][CH:16]=2.[H-].[Al+3].[Li+].[H-].[H-].[H-]. Product: [F:1][C:2]1[CH:7]=[C:6]([F:8])[CH:5]=[CH:4][C:3]=1[N:9]1[CH:18]([CH2:19][OH:20])[C:17]2[C:13]3=[C:14]([C:24](=[O:28])[N:25]([CH3:27])[CH:26]=[C:12]3[C:11]3[CH:29]=[C:30]([CH2:33][S:34]([CH3:37])(=[O:35])=[O:36])[CH:31]=[CH:32][C:10]1=3)[NH:15][CH:16]=2. The catalyst class is: 7. (3) Reactant: [C:1]([NH:4][C@@H:5]([C@H:14]([C@@H:16]([C@@H:18]([CH2:20][N:21]=[N+]=[N-])[OH:19])[OH:17])[OH:15])[C@@H:6]([OH:13])[CH2:7][C:8](=[O:12])[C:9]([OH:11])=[O:10])(=[O:3])[CH3:2].CC(O)=O.[H][H]. Product: [C:1]([NH:4][C@@H:5]([C@H:14]([C@@H:16]([C@@H:18]([CH2:20][NH2:21])[OH:19])[OH:17])[OH:15])[C@@H:6]([OH:13])[CH2:7][C:8](=[O:12])[C:9]([OH:11])=[O:10])(=[O:3])[CH3:2]. The catalyst class is: 522. (4) Reactant: [CH2:1]([P:17]([OH:19])[OH:18])[CH2:2][CH2:3][CH2:4][CH2:5][CH2:6][CH2:7][CH2:8][CH2:9][CH2:10][CH2:11][CH2:12][CH2:13][CH2:14][CH2:15][CH3:16].[OH:20]O. Product: [CH2:1]([P:17](=[O:20])([OH:19])[OH:18])[CH2:2][CH2:3][CH2:4][CH2:5][CH2:6][CH2:7][CH2:8][CH2:9][CH2:10][CH2:11][CH2:12][CH2:13][CH2:14][CH2:15][CH3:16]. The catalyst class is: 6. (5) Reactant: [Cl:1][C:2]1[CH:7]=[CH:6][C:5]([N:8]2[C:12]([C:13]3[C:18]([F:19])=[CH:17][C:16]([F:20])=[CH:15][C:14]=3[F:21])=[CH:11][N:10]=[CH:9]2)=[CH:4][N:3]=1.[Br:22]N1C(=O)CCC1=O. Product: [Br:22][C:9]1[N:8]([C:5]2[CH:6]=[CH:7][C:2]([Cl:1])=[N:3][CH:4]=2)[C:12]([C:13]2[C:14]([F:21])=[CH:15][C:16]([F:20])=[CH:17][C:18]=2[F:19])=[CH:11][N:10]=1. The catalyst class is: 22. (6) Reactant: CN(C(ON1N=NC2C=CC=NC1=2)=[N+](C)C)C.F[P-](F)(F)(F)(F)F.Cl.[NH2:26][C:27]1[CH:32]=[CH:31][CH:30]=[CH:29][C:28]=1[CH2:33][C:34]([O:36][CH3:37])=[O:35].[Cl:38][C:39]1[N:44]=[C:43]([C:45](O)=[O:46])[CH:42]=[CH:41][CH:40]=1.CCN(C(C)C)C(C)C. Product: [Cl:38][C:39]1[N:44]=[C:43]([C:45]([NH:26][C:27]2[CH:32]=[CH:31][CH:30]=[CH:29][C:28]=2[CH2:33][C:34]([O:36][CH3:37])=[O:35])=[O:46])[CH:42]=[CH:41][CH:40]=1. The catalyst class is: 399.